From a dataset of Reaction yield outcomes from USPTO patents with 853,638 reactions. Predict the reaction yield, written as a fraction of the theoretical maximum amount of product (1.0 means a 100% yield; for example, 0.34 means a 34% yield). (1) The reactants are C(NC(C)C)(C)C.C([Li])CCC.[CH3:13][C:14](=[O:22])/[CH:15]=[CH:16]/[CH2:17][CH2:18][CH2:19][CH2:20][CH3:21].[CH3:23][Si:24](Cl)([CH3:26])[CH3:25]. The catalyst is C1COCC1.CCCCCC. The product is [CH3:23][Si:24]([CH3:26])([CH3:25])[O:22][C:14](/[CH:15]=[CH:16]/[CH2:17][CH2:18][CH2:19][CH2:20][CH3:21])=[CH2:13]. The yield is 0.740. (2) The reactants are Cl.[Cl:2][C:3]1[N:4]=[C:5]([C:9]2[CH:10]=[N:11][CH:12]=[CH:13][CH:14]=2)[S:6][C:7]=1[NH2:8].N1C=CC=CC=1.[CH3:21][CH:22]([CH2:26][S:27][CH3:28])[C:23](Cl)=[O:24].O. The catalyst is CN(C)C1C=CN=CC=1.C(Cl)Cl. The product is [Cl:2][C:3]1[N:4]=[C:5]([C:9]2[CH:10]=[N:11][CH:12]=[CH:13][CH:14]=2)[S:6][C:7]=1[NH:8][C:23](=[O:24])[CH:22]([CH3:21])[CH2:26][S:27][CH3:28]. The yield is 0.550. (3) The reactants are C[O:2][C:3](=[O:23])[CH:4]=[CH:5][C:6]1[CH:11]=[CH:10][CH:9]=[C:8]([S:12](=[O:22])(=[O:21])[NH:13][C:14]2[CH:19]=[CH:18][C:17]([CH3:20])=[CH:16][CH:15]=2)[CH:7]=1.CO. No catalyst specified. The product is [C:17]1([CH3:20])[CH:16]=[CH:15][C:14]([NH:13][S:12]([C:8]2[CH:7]=[C:6]([CH:5]=[CH:4][C:3]([OH:23])=[O:2])[CH:11]=[CH:10][CH:9]=2)(=[O:21])=[O:22])=[CH:19][CH:18]=1. The yield is 0.870. (4) The reactants are C([NH:8][C:9]1[C:10]([CH3:30])=[C:11]([CH3:29])[C:12]2[O:16][C@@H:15]([CH3:17])[C@@H:14]([C:18]3[CH:23]=[CH:22][C:21]([CH:24]([CH3:26])[CH3:25])=[CH:20][CH:19]=3)[C:13]=2[C:27]=1[CH3:28])C1C=CC=CC=1. The catalyst is CCCCCC. The product is [CH:24]([C:21]1[CH:22]=[CH:23][C:18]([C@H:14]2[C:13]3[C:27]([CH3:28])=[C:9]([NH2:8])[C:10]([CH3:30])=[C:11]([CH3:29])[C:12]=3[O:16][C@H:15]2[CH3:17])=[CH:19][CH:20]=1)([CH3:26])[CH3:25]. The yield is 0.830. (5) The reactants are C1N=[CH:4][N:3]([C:6]([N:8]2[CH:12]=[N:11][CH:10]=[CH:9]2)=[O:7])C=1.CN.Cl.N1CC(N2[CH:24]=[C:23]([C:25]3[C:33]4[C:28](=[CH:29][C:30]([F:34])=[CH:31][CH:32]=4)[N:27]([S:35]([C:38]4[CH:43]=[CH:42][CH:41]=[CH:40][CH:39]=4)(=[O:37])=[O:36])[CH:26]=3)[CH:22]=[N:21]2)C1.CCN(CC)CC. The catalyst is C1COCC1. The product is [F:34][C:30]1[CH:29]=[C:28]2[C:33]([C:25]([C:23]3[CH:22]=[N:21][N:11]([CH:10]4[CH2:9][N:8]([C:6]([NH:3][CH3:4])=[O:7])[CH2:12]4)[CH:24]=3)=[CH:26][N:27]2[S:35]([C:38]2[CH:43]=[CH:42][CH:41]=[CH:40][CH:39]=2)(=[O:37])=[O:36])=[CH:32][CH:31]=1. The yield is 1.00. (6) The reactants are [Cl:1][C:2]1[C:11]2[C:6](=[CH:7][CH:8]=[CH:9][CH:10]=2)[N:5]=[CH:4][CH:3]=1.[N+:12]([O-])([OH:14])=[O:13].OS(O)(=O)=O. No catalyst specified. The product is [Cl:1][C:2]1[C:11]2[C:6](=[C:7]([N+:12]([O-:14])=[O:13])[CH:8]=[CH:9][CH:10]=2)[N:5]=[CH:4][CH:3]=1. The yield is 0.360. (7) The reactants are [Cl:1][C:2]1[CH:29]=[CH:28][C:5]([CH2:6][C:7]2[N:8]=[C:9]([C:22]3[CH:27]=[CH:26][N:25]=[CH:24][CH:23]=3)[S:10][C:11]=2[C:12]2[NH:16][N:15]=[C:14]([C:17]([O:19]CC)=[O:18])[CH:13]=2)=[CH:4][CH:3]=1.[Li+].[OH-].Cl. The catalyst is C1COCC1. The product is [Cl:1][C:2]1[CH:3]=[CH:4][C:5]([CH2:6][C:7]2[N:8]=[C:9]([C:22]3[CH:27]=[CH:26][N:25]=[CH:24][CH:23]=3)[S:10][C:11]=2[C:12]2[NH:16][N:15]=[C:14]([C:17]([OH:19])=[O:18])[CH:13]=2)=[CH:28][CH:29]=1. The yield is 0.0700.